Dataset: Reaction yield outcomes from USPTO patents with 853,638 reactions. Task: Predict the reaction yield, written as a fraction of the theoretical maximum amount of product (1.0 means a 100% yield; for example, 0.34 means a 34% yield). (1) The reactants are [CH3:1][O:2][C:3]1[C:11]2[N:10]=[CH:9][N:8]([CH:12]3[CH2:17][CH2:16][CH2:15][CH2:14][O:13]3)[C:7]=2[CH:6]=[CH:5][C:4]=1[CH:18]=CC1C=CC=CC=1.I([O-])(=O)(=O)=[O:27].[Na+]. The catalyst is O1CCOCC1.O.[Os](=O)(=O)(=O)=O. The product is [CH3:1][O:2][C:3]1[C:11]2[N:10]=[CH:9][N:8]([CH:12]3[CH2:17][CH2:16][CH2:15][CH2:14][O:13]3)[C:7]=2[CH:6]=[CH:5][C:4]=1[CH:18]=[O:27]. The yield is 0.770. (2) The reactants are [CH3:1][C:2]1[CH:7]=[CH:6][C:5]([CH2:8][N:9]([CH:22]2[CH2:27][CH2:26][N:25]([CH3:28])[CH2:24][CH2:23]2)[C:10](=[O:21])[CH2:11][C:12]2[CH:17]=[CH:16][C:15]([O:18]C)=[C:14]([OH:20])[CH:13]=2)=[CH:4][CH:3]=1.B(Br)(Br)Br. The catalyst is C(Cl)Cl. The product is [CH3:1][C:2]1[CH:3]=[CH:4][C:5]([CH2:8][N:9]([CH:22]2[CH2:27][CH2:26][N:25]([CH3:28])[CH2:24][CH2:23]2)[C:10](=[O:21])[CH2:11][C:12]2[CH:17]=[CH:16][C:15]([OH:18])=[C:14]([OH:20])[CH:13]=2)=[CH:6][CH:7]=1. The yield is 0.480. (3) The reactants are [CH:1]1[CH2:6][CH2:5][CH:4]=[CH:3][CH:2]=1.[CH2:7]=[CH:8][CH:9]=[CH2:10]. No catalyst specified. The product is [CH:6]1[CH2:5][CH2:4][CH:3]=[CH:2][CH:1]=1.[CH2:7]=[CH:8][CH:9]=[CH2:10]. The yield is 0.990.